Dataset: Full USPTO retrosynthesis dataset with 1.9M reactions from patents (1976-2016). Task: Predict the reactants needed to synthesize the given product. (1) Given the product [F:1][C:2]1[CH:3]=[CH:4][C:5]([C:8](=[O:15])[CH:9]([CH2:22][C:21]2[CH:24]=[CH:25][C:18]([O:17][CH3:16])=[CH:19][CH:20]=2)[C:10]([O:12][CH2:13][CH3:14])=[O:11])=[CH:6][CH:7]=1, predict the reactants needed to synthesize it. The reactants are: [F:1][C:2]1[CH:7]=[CH:6][C:5]([C:8](=[O:15])[CH2:9][C:10]([O:12][CH2:13][CH3:14])=[O:11])=[CH:4][CH:3]=1.[CH3:16][O:17][C:18]1[CH:25]=[CH:24][C:21]([CH2:22]Cl)=[CH:20][CH:19]=1.C(=O)([O-])[O-].[K+].[K+]. (2) Given the product [CH2:4]([O:6][C:7]([C:9]1[CH:10]=[N:11][N:12]([C:14]2[N:23]([CH2:24][O:25][CH2:26][CH2:27][Si:28]([CH3:31])([CH3:30])[CH3:29])[C:22](=[O:32])[C:21]3[C:16](=[CH:17][CH:18]=[C:19]([NH2:33])[CH:20]=3)[N:15]=2)[CH:13]=1)=[O:8])[CH3:5], predict the reactants needed to synthesize it. The reactants are: [Cl-].[NH4+].O.[CH2:4]([O:6][C:7]([C:9]1[CH:10]=[N:11][N:12]([C:14]2[N:23]([CH2:24][O:25][CH2:26][CH2:27][Si:28]([CH3:31])([CH3:30])[CH3:29])[C:22](=[O:32])[C:21]3[C:16](=[CH:17][CH:18]=[C:19]([N+:33]([O-])=O)[CH:20]=3)[N:15]=2)[CH:13]=1)=[O:8])[CH3:5]. (3) Given the product [CH2:34]([N:36]([CH2:37][CH3:38])[CH2:17][CH:15]([OH:16])[CH2:14][O:13][C:12]1[CH:11]=[C:10]2[C:5]([C:6]([O:18][C:19]3[CH:24]=[CH:23][C:22]([CH3:25])=[CH:21][C:20]=3[C:26]([C:28]3[CH:29]=[CH:30][CH:31]=[CH:32][CH:33]=3)=[O:27])=[CH:7][CH:8]=[N:9]2)=[CH:4][C:3]=1[O:2][CH3:1])[CH3:35], predict the reactants needed to synthesize it. The reactants are: [CH3:1][O:2][C:3]1[CH:4]=[C:5]2[C:10](=[CH:11][C:12]=1[O:13][CH2:14][CH:15]1[CH2:17][O:16]1)[N:9]=[CH:8][CH:7]=[C:6]2[O:18][C:19]1[CH:24]=[CH:23][C:22]([CH3:25])=[CH:21][C:20]=1[C:26]([C:28]1[CH:33]=[CH:32][CH:31]=[CH:30][CH:29]=1)=[O:27].[CH2:34]([NH:36][CH2:37][CH3:38])[CH3:35].O. (4) Given the product [NH2:1][C:2]1[N:7]=[CH:6][N:5]=[C:4]2[N:8]([C@H:28]3[CH2:29][CH2:30][C@H:31]([N:34]4[CH2:39][CH2:38][O:37][CH2:36][CH2:35]4)[CH2:32][CH2:33]3)[N:9]=[C:10]([C:11]3[CH:16]=[CH:15][C:14]([C:17]([C:19]4[S:20][C:21]5[CH:27]=[CH:26][CH:25]=[CH:24][C:22]=5[N:23]=4)=[O:18])=[CH:13][CH:12]=3)[C:3]=12, predict the reactants needed to synthesize it. The reactants are: [NH2:1][C:2]1[N:7]=[CH:6][N:5]=[C:4]2[N:8]([C@H:28]3[CH2:33][CH2:32][C@H:31]([N:34]4[CH2:39][CH2:38][O:37][CH2:36][CH2:35]4)[CH2:30][CH2:29]3)[N:9]=[C:10]([C:11]3[CH:16]=[CH:15][C:14]([CH:17]([C:19]4[S:20][C:21]5[CH:27]=[CH:26][CH:25]=[CH:24][C:22]=5[N:23]=4)[OH:18])=[CH:13][CH:12]=3)[C:3]=12. (5) Given the product [CH3:1][O:2][C:3]([C:5]1[N:33]([CH2:32][C:29]2[CH:30]=[CH:31][C:26]([C:25]([O:24][CH3:23])=[O:34])=[CH:27][CH:28]=2)[C:7](=[O:6])[C:9]2[C:14]([C:15]=1[C:16]1[CH:21]=[CH:20][CH:19]=[CH:18][CH:17]=1)=[CH:13][C:12]([Br:22])=[CH:11][CH:10]=2)=[O:4], predict the reactants needed to synthesize it. The reactants are: [CH3:1][O:2][C:3]([C:5]1[O:6][C:7]([C:9]2[C:14]([C:15]=1[C:16]1[CH:21]=[CH:20][CH:19]=[CH:18][CH:17]=1)=[CH:13][C:12]([Br:22])=[CH:11][CH:10]=2)=O)=[O:4].[CH3:23][O:24][C:25](=[O:34])[C:26]1[CH:31]=[CH:30][C:29]([CH2:32][NH2:33])=[CH:28][CH:27]=1.